From a dataset of Full USPTO retrosynthesis dataset with 1.9M reactions from patents (1976-2016). Predict the reactants needed to synthesize the given product. (1) Given the product [CH:1]1([CH:7]([OH:8])[CH2:9][CH3:10])[CH2:6][CH2:5][CH2:4][CH2:3][CH2:2]1, predict the reactants needed to synthesize it. The reactants are: [CH:1]1([CH:7]=[O:8])[CH2:6][CH2:5][CH2:4][CH2:3][CH2:2]1.[CH2:9]([Mg]Br)[CH3:10]. (2) Given the product [F:2][C:3]1[CH:8]=[C:7]([F:9])[CH:6]=[CH:5][C:4]=1[N:10]1[CH:14]([C:15]2[CH:20]=[CH:19][N:18]=[C:17]([N:21]3[CH2:22][CH2:23][N:24]([S:42]([CH3:41])(=[O:44])=[O:43])[CH2:25][CH2:26]3)[CH:16]=2)[CH2:13][C:12]([C:27]([F:33])([F:32])[C:28]([F:29])([F:30])[F:31])=[N:11]1, predict the reactants needed to synthesize it. The reactants are: Cl.[F:2][C:3]1[CH:8]=[C:7]([F:9])[CH:6]=[CH:5][C:4]=1[N:10]1[CH:14]([C:15]2[CH:20]=[CH:19][N:18]=[C:17]([N:21]3[CH2:26][CH2:25][NH:24][CH2:23][CH2:22]3)[CH:16]=2)[CH2:13][C:12]([C:27]([F:33])([F:32])[C:28]([F:31])([F:30])[F:29])=[N:11]1.C(N(CC)CC)C.[CH3:41][S:42](Cl)(=[O:44])=[O:43]. (3) Given the product [CH:1]([N:4]1[C:8]([C:9]2[N:10]=[C:11]3[C:17]4[CH:18]=[C:19]([CH:22]=[O:25])[N:20]=[CH:21][C:16]=4[O:15][CH2:14][CH2:13][N:12]3[CH:24]=2)=[N:7][CH:6]=[N:5]1)([CH3:3])[CH3:2], predict the reactants needed to synthesize it. The reactants are: [CH:1]([N:4]1[C:8]([C:9]2[N:10]=[C:11]3[C:17]4[CH:18]=[C:19]([CH:22]=C)[N:20]=[CH:21][C:16]=4[O:15][CH2:14][CH2:13][N:12]3[CH:24]=2)=[N:7][CH:6]=[N:5]1)([CH3:3])[CH3:2].[O:25]1CCCC1.O.I([O-])(=O)(=O)=O.[Na+]. (4) Given the product [ClH:30].[ClH:30].[NH2:21][CH:18]1[CH2:17][CH2:16][N:15]([CH2:14][CH2:13][N:10]2[C:11]3[C:6](=[N:5][CH:4]=[C:3]([O:2][CH3:1])[CH:12]=3)[CH:7]=[CH:8][C:9]2=[O:29])[CH2:20][CH2:19]1, predict the reactants needed to synthesize it. The reactants are: [CH3:1][O:2][C:3]1[CH:12]=[C:11]2[C:6]([CH:7]=[CH:8][C:9](=[O:29])[N:10]2[CH2:13][CH2:14][N:15]2[CH2:20][CH2:19][CH:18]([NH:21]C(=O)OC(C)(C)C)[CH2:17][CH2:16]2)=[N:5][CH:4]=1.[ClH:30].CO. (5) Given the product [CH3:1][N:2]1[CH2:3][CH2:4][N:5]([C:8]2[C:13]3[CH2:14][C@H:15]([NH:18][C:19](=[O:42])[C:20]4[CH:21]=[CH:22][C:23]([N:26]5[CH2:27][CH2:28][N:29]([CH2:32][CH2:33][OH:34])[CH2:30][CH2:31]5)=[CH:24][CH:25]=4)[CH2:16][O:17][C:12]=3[CH:11]=[CH:10][CH:9]=2)[CH2:6][CH2:7]1, predict the reactants needed to synthesize it. The reactants are: [CH3:1][N:2]1[CH2:7][CH2:6][N:5]([C:8]2[C:13]3[CH2:14][C@H:15]([NH:18][C:19](=[O:42])[C:20]4[CH:25]=[CH:24][C:23]([N:26]5[CH2:31][CH2:30][N:29]([CH2:32][CH2:33][O:34]CC6C=CC=CC=6)[CH2:28][CH2:27]5)=[CH:22][CH:21]=4)[CH2:16][O:17][C:12]=3[CH:11]=[CH:10][CH:9]=2)[CH2:4][CH2:3]1. (6) Given the product [Cl:29][C:14]1[NH:15][C:16]2[C:8]([NH:7][C:5](=[O:6])[C:4]3[CH:3]=[C:2]([F:1])[C:24]([F:25])=[C:23]([F:26])[CH:22]=3)=[CH:9][C:10]([C:18]([F:21])([F:20])[F:19])=[CH:11][C:12]=2[N:13]=1, predict the reactants needed to synthesize it. The reactants are: [F:1][C:2]1[CH:3]=[C:4]([CH:22]=[C:23]([F:26])[C:24]=1[F:25])[C:5]([NH:7][C:8]1[C:16]2[NH:15][C:14](=O)[NH:13][C:12]=2[CH:11]=[C:10]([C:18]([F:21])([F:20])[F:19])[CH:9]=1)=[O:6].O=P(Cl)(Cl)[Cl:29]. (7) Given the product [C:1]([OH:6])(=[O:5])[CH:2]([CH3:4])[OH:3].[C:7]([OH:15])(=[O:14])[C:8]([CH2:10][C:11]([OH:13])=[O:12])=[CH2:9], predict the reactants needed to synthesize it. The reactants are: [C:1]([OH:6])(=[O:5])[CH:2]([CH3:4])[OH:3].[C:7]([OH:15])(=[O:14])[C:8]([CH2:10][C:11]([OH:13])=[O:12])=[CH2:9].C(O)CCCO.[Sn+2]. (8) The reactants are: C([O:4][C@@H:5]1[C@@H:10]([O:11]C(=O)C)[C@@H:9]([O:15]C(=O)C)[C@@H:8]([CH2:19][O:20]C(=O)C)[O:7][C@H:6]1[O:24][C:25]1[C:29]([CH2:30][C:31]2[CH:36]=[CH:35][C:34]([O:37][CH2:38][CH2:39][CH2:40]O)=[CH:33][C:32]=2[CH3:42])=[C:28]([CH:43]([CH3:45])[CH3:44])[NH:27][N:26]=1)(=O)C.[NH2:46][C:47]([CH3:53])([CH3:52])[CH2:48][C:49]([NH2:51])=[O:50].NC(C)(C)C(NC(O)C)=O. Given the product [C:49]([CH2:48][C:47]([NH:46][CH2:40][CH2:39][CH2:38][O:37][C:34]1[CH:35]=[CH:36][C:31]([CH2:30][C:29]2[C:25]([O:24][C@@H:6]3[O:7][C@H:8]([CH2:19][OH:20])[C@H:9]([OH:15])[C@H:10]([OH:11])[C@H:5]3[OH:4])=[N:26][NH:27][C:28]=2[CH:43]([CH3:45])[CH3:44])=[C:32]([CH3:42])[CH:33]=1)([CH3:53])[CH3:52])(=[O:50])[NH2:51], predict the reactants needed to synthesize it.